This data is from Reaction yield outcomes from USPTO patents with 853,638 reactions. The task is: Predict the reaction yield, written as a fraction of the theoretical maximum amount of product (1.0 means a 100% yield; for example, 0.34 means a 34% yield). (1) The reactants are [NH:1]1[CH:5]=[C:4]([C:6]([O:8][CH2:9][CH3:10])=[O:7])[CH:3]=[N:2]1.[H-].[Na+].Br[CH2:14][C:15]#[C:16][Si:17]([CH3:20])([CH3:19])[CH3:18]. The catalyst is CN(C)C=O. The product is [CH3:18][Si:17]([CH3:20])([CH3:19])[C:16]#[C:15][CH2:14][N:1]1[CH:5]=[C:4]([C:6]([O:8][CH2:9][CH3:10])=[O:7])[CH:3]=[N:2]1. The yield is 0.600. (2) The reactants are [Cl-].O[NH3+:3].[C:4](=[O:7])([O-])[OH:5].[Na+].CS(C)=O.[O:13]1[C:17]2[CH:18]=[CH:19][C:20]([O:22][C:23]3[C:28](=[O:29])[N:27]([CH2:30][C:31]4[CH:36]=[CH:35][C:34]([C:37]5[C:38]([C:43]#[N:44])=[CH:39][CH:40]=[CH:41][CH:42]=5)=[CH:33][CH:32]=4)[C:26]([CH2:45][CH2:46][CH3:47])=[N:25][C:24]=3[CH2:48][CH3:49])=[CH:21][C:16]=2[O:15][CH2:14]1. The catalyst is C(OCC)(=O)C. The product is [O:13]1[C:17]2[CH:18]=[CH:19][C:20]([O:22][C:23]3[C:28](=[O:29])[N:27]([CH2:30][C:31]4[CH:36]=[CH:35][C:34]([C:37]5[CH:42]=[CH:41][CH:40]=[CH:39][C:38]=5[C:43]5[NH:3][C:4](=[O:7])[O:5][N:44]=5)=[CH:33][CH:32]=4)[C:26]([CH2:45][CH2:46][CH3:47])=[N:25][C:24]=3[CH2:48][CH3:49])=[CH:21][C:16]=2[O:15][CH2:14]1. The yield is 0.530. (3) The reactants are [Cl:1][C:2]1[CH:6]=[N:5][N:4]([CH:7]([CH3:9])[CH3:8])[C:3]=1[C:10]1[CH:11]=[C:12]([NH2:18])[CH:13]=[CH:14][C:15]=1[O:16][CH3:17].[Cl:19][C:20]1[CH:25]=[CH:24][C:23]([N:26]=[C:27]=[O:28])=[CH:22][CH:21]=1. The catalyst is C(Cl)Cl. The product is [Cl:1][C:2]1[CH:6]=[N:5][N:4]([CH:7]([CH3:9])[CH3:8])[C:3]=1[C:10]1[CH:11]=[C:12]([NH:18][C:27]([NH:26][C:23]2[CH:24]=[CH:25][C:20]([Cl:19])=[CH:21][CH:22]=2)=[O:28])[CH:13]=[CH:14][C:15]=1[O:16][CH3:17]. The yield is 0.540. (4) The reactants are [Cl:1][C:2]1[CH:8]=[CH:7][C:5](N)=[C:4]([O:9][C:10]([F:13])([F:12])[F:11])[CH:3]=1.N([O-])=O.[Na+].NC(N)=O.[I-:22].[K+]. The catalyst is S(=O)(=O)(O)O.O.C(OCC)(=O)C. The product is [Cl:1][C:2]1[CH:8]=[CH:7][C:5]([I:22])=[C:4]([O:9][C:10]([F:13])([F:12])[F:11])[CH:3]=1. The yield is 0.690.